From a dataset of Reaction yield outcomes from USPTO patents with 853,638 reactions. Predict the reaction yield, written as a fraction of the theoretical maximum amount of product (1.0 means a 100% yield; for example, 0.34 means a 34% yield). (1) The reactants are Br[C:2]1[CH:3]=[N:4][CH:5]=[C:6]([C:8]#[C:9][CH3:10])[CH:7]=1.CC1CCCO1.[B:17](OC(C)C)([O:22]C(C)C)[O:18]C(C)C.[Li]CCCC.Cl. The catalyst is C1(C)C=CC=CC=1. The product is [C:8]([C:6]1[CH:7]=[C:2]([B:17]([OH:22])[OH:18])[CH:3]=[N:4][CH:5]=1)#[C:9][CH3:10]. The yield is 0.870. (2) The reactants are [CH3:1][O:2][C:3]1[CH:4]=[C:5]2[C:10](=[CH:11][C:12]=1[O:13][CH3:14])[N:9]=[CH:8][CH:7]=[C:6]2[O:15][C:16]1[CH:22]=[CH:21][C:19]([NH2:20])=[C:18]([CH3:23])[C:17]=1[CH3:24].C1(C)C=CC=CC=1.C(N(CC)CC)C.Cl[C:40](Cl)([O:42]C(=O)OC(Cl)(Cl)Cl)Cl.[CH3:51][C:52]1[CH:60]=[CH:59][C:55]([CH:56]([OH:58])[CH3:57])=[CH:54][CH:53]=1. The catalyst is C(Cl)Cl. The product is [CH3:1][O:2][C:3]1[CH:4]=[C:5]2[C:10](=[CH:11][C:12]=1[O:13][CH3:14])[N:9]=[CH:8][CH:7]=[C:6]2[O:15][C:16]1[CH:22]=[CH:21][C:19]([NH:20][C:40](=[O:42])[O:58][CH:56]([C:55]2[CH:59]=[CH:60][C:52]([CH3:51])=[CH:53][CH:54]=2)[CH3:57])=[C:18]([CH3:23])[C:17]=1[CH3:24]. The yield is 0.750.